Dataset: Retrosynthesis with 50K atom-mapped reactions and 10 reaction types from USPTO. Task: Predict the reactants needed to synthesize the given product. (1) The reactants are: CC(=O)Nc1ccc(Br)c(Cl)c1Cl.OB(O)c1ccncc1. Given the product CC(=O)Nc1ccc(-c2ccncc2)c(Cl)c1Cl, predict the reactants needed to synthesize it. (2) Given the product C=CCSc1ccc(OCCO)nn1, predict the reactants needed to synthesize it. The reactants are: C=CCS.OCCOc1ccc(Cl)nn1.